This data is from Forward reaction prediction with 1.9M reactions from USPTO patents (1976-2016). The task is: Predict the product of the given reaction. (1) Given the reactants [NH2:1][C:2]1[CH:7]=[CH:6][C:5]([C:8]2[C:13]3[C:14]([NH2:17])=[N:15][O:16][C:12]=3[CH:11]=[CH:10][CH:9]=2)=[CH:4][CH:3]=1.[N-:18]=[C:19]=[O:20].[Na+], predict the reaction product. The product is: [NH2:17][C:14]1[C:13]2[C:8]([C:5]3[CH:4]=[CH:3][C:2]([NH:1][C:19]([NH2:18])=[O:20])=[CH:7][CH:6]=3)=[CH:9][CH:10]=[CH:11][C:12]=2[O:16][N:15]=1. (2) Given the reactants [F:1][C:2]([Si](C)(C)C)([F:4])[F:3].O.O.O.[F-].C([N+](CCCC)(CCCC)CCCC)CCC.[Cl:30][C:31]1[CH:32]=[C:33]([CH:43]=[CH:44][C:45]=1[CH:46]([CH3:56])[C:47]([C:49]1[CH:54]=[CH:53][N:52]=[C:51]([CH3:55])[CH:50]=1)=[O:48])[O:34][C:35]1[CH:42]=[CH:41][C:38]([C:39]#[N:40])=[CH:37][CH:36]=1, predict the reaction product. The product is: [Cl:30][C:31]1[CH:32]=[C:33]([CH:43]=[CH:44][C:45]=1[CH:46]([CH3:56])[C:47]([OH:48])([C:49]1[CH:54]=[CH:53][N:52]=[C:51]([CH3:55])[CH:50]=1)[C:2]([F:4])([F:3])[F:1])[O:34][C:35]1[CH:42]=[CH:41][C:38]([C:39]#[N:40])=[CH:37][CH:36]=1. (3) Given the reactants [Br:1][C:2]1[CH:11]=[C:10]2[C:5]([C:6]([CH3:17])([CH3:16])[CH2:7][CH:8]=[C:9]2[C:12]([CH3:15])([CH3:14])[CH3:13])=[CH:4][C:3]=1[OH:18].C(=O)([O-])[O-].[K+].[K+].I[CH2:26][CH2:27][CH3:28], predict the reaction product. The product is: [Br:1][C:2]1[CH:11]=[C:10]2[C:5]([C:6]([CH3:17])([CH3:16])[CH2:7][CH:8]=[C:9]2[C:12]([CH3:13])([CH3:15])[CH3:14])=[CH:4][C:3]=1[O:18][CH2:26][CH2:27][CH3:28]. (4) Given the reactants [F:1][C:2]1[CH:11]=[C:10]([F:12])[CH:9]=[C:8]2[C:3]=1[C:4]([NH:20][C:21]1[CH:22]=[N:23][CH:24]=[C:25]([N:27]3[CH2:32][CH2:31][O:30][CH2:29][CH2:28]3)[CH:26]=1)=[C:5]([CH3:19])[C:6]([N:13]1[CH2:18][CH2:17][NH:16][CH2:15][CH2:14]1)=[N:7]2.[F:33][C:34]1[CH:39]=[CH:38][C:37]([S:40](Cl)(=[O:42])=[O:41])=[CH:36][CH:35]=1, predict the reaction product. The product is: [F:1][C:2]1[CH:11]=[C:10]([F:12])[CH:9]=[C:8]2[C:3]=1[C:4]([NH:20][C:21]1[CH:22]=[N:23][CH:24]=[C:25]([N:27]3[CH2:32][CH2:31][O:30][CH2:29][CH2:28]3)[CH:26]=1)=[C:5]([CH3:19])[C:6]([N:13]1[CH2:14][CH2:15][N:16]([S:40]([C:37]3[CH:38]=[CH:39][C:34]([F:33])=[CH:35][CH:36]=3)(=[O:42])=[O:41])[CH2:17][CH2:18]1)=[N:7]2. (5) The product is: [C:4]1([C@@H:7]([N:10]2[CH2:15][CH:14]=[CH:13][CH2:12]2)[CH2:8][OH:9])[CH:5]=[CH:6][CH:1]=[CH:2][CH:3]=1. Given the reactants [CH:1]1[CH:6]=[CH:5][C:4]([C@@H:7]([NH2:10])[CH2:8][OH:9])=[CH:3][CH:2]=1.Cl[CH2:12]/[CH:13]=[CH:14]\[CH2:15]Cl, predict the reaction product. (6) The product is: [NH2:1][C:4]1[CH:5]=[C:6]([C:13]([N:15]2[CH2:20][CH2:19][O:18][CH2:17][CH2:16]2)=[O:14])[CH:7]=[CH:8][C:9]=1[NH2:10]. Given the reactants [N+:1]([C:4]1[CH:5]=[C:6]([C:13]([N:15]2[CH2:20][CH2:19][O:18][CH2:17][CH2:16]2)=[O:14])[CH:7]=[CH:8][C:9]=1[N+:10]([O-])=O)([O-])=O.C(OCC)(=O)C, predict the reaction product. (7) Given the reactants Cl[C:2]1[N:7]=[C:6]([NH:8][C:9]2[CH:13]=[C:12]([CH:14]3[CH2:18][CH2:17][CH2:16][CH2:15]3)[NH:11][N:10]=2)[CH:5]=[C:4]([CH3:19])[N:3]=1.[CH:20]1[C:25]([NH2:26])=[CH:24][CH:23]=[C:22]([NH2:27])[CH:21]=1, predict the reaction product. The product is: [NH2:26][C:25]1[CH:20]=[CH:21][C:22]([NH:27][C:2]2[N:7]=[C:6]([NH:8][C:9]3[CH:13]=[C:12]([CH:14]4[CH2:18][CH2:17][CH2:16][CH2:15]4)[NH:11][N:10]=3)[CH:5]=[C:4]([CH3:19])[N:3]=2)=[CH:23][CH:24]=1. (8) Given the reactants C(O)(C(F)(F)F)=O.[N:8]1([C:13]2[CH:40]=[CH:39][C:16]([CH2:17][N:18]3[CH:26]=[C:25]4[C:20]([N:21](CC5C=CC(OC)=CC=5)[C:22](=[O:29])[N:23]([CH3:28])[C:24]4=[O:27])=[N:19]3)=[CH:15][CH:14]=2)[CH:12]=[CH:11][CH:10]=[N:9]1.C(S(O)(=O)=O)(F)(F)F.O, predict the reaction product. The product is: [N:8]1([C:13]2[CH:40]=[CH:39][C:16]([CH2:17][N:18]3[CH:26]=[C:25]4[C:20]([NH:21][C:22](=[O:29])[N:23]([CH3:28])[C:24]4=[O:27])=[N:19]3)=[CH:15][CH:14]=2)[CH:12]=[CH:11][CH:10]=[N:9]1. (9) Given the reactants [NH2:1][C:2]1[CH:3]=[C:4]([CH:21]=[CH:22][C:23]=1[Cl:24])[O:5][C:6]1[CH:7]=[CH:8][C:9]2[N:10]([CH:12]=[C:13]([NH:15][C:16]([CH:18]3[CH2:20][CH2:19]3)=[O:17])[N:14]=2)[N:11]=1.[CH3:25][N:26]1[C:30]([C:31](Cl)=[O:32])=[CH:29][C:28]([CH3:34])=[N:27]1.C(N(CC)CC)C, predict the reaction product. The product is: [Cl:24][C:23]1[CH:22]=[CH:21][C:4]([O:5][C:6]2[CH:7]=[CH:8][C:9]3[N:10]([CH:12]=[C:13]([NH:15][C:16]([CH:18]4[CH2:20][CH2:19]4)=[O:17])[N:14]=3)[N:11]=2)=[CH:3][C:2]=1[NH:1][C:31]([C:30]1[N:26]([CH3:25])[N:27]=[C:28]([CH3:34])[CH:29]=1)=[O:32]. (10) Given the reactants C(O[C:4]([C:6]1[S:10][C:9]([Cl:11])=[N:8][CH:7]=1)=[O:5])C.[NH2:12][CH:13]1[CH2:18][CH2:17][O:16][CH2:15][CH2:14]1, predict the reaction product. The product is: [O:16]1[CH2:17][CH2:18][CH:13]([NH:12][C:4]([C:6]2[S:10][C:9]([Cl:11])=[N:8][CH:7]=2)=[O:5])[CH2:14][CH2:15]1.